From a dataset of Forward reaction prediction with 1.9M reactions from USPTO patents (1976-2016). Predict the product of the given reaction. (1) Given the reactants [CH2:1]([C:8]1[CH2:12][C:11](=[O:13])[NH:10][N:9]=1)[C:2]1[CH:7]=[CH:6][CH:5]=[CH:4][CH:3]=1.[Cl:14][C:15]1[C:24]2[C:19](=[CH:20][CH:21]=[CH:22][CH:23]=2)[N+:18]([O-])=[CH:17][CH:16]=1, predict the reaction product. The product is: [CH2:1]([C:8]1=[N:9][NH:10][C:11](=[O:13])/[C:12]/1=[C:17]1\[NH:18][C:19]2[C:24]([C:15]([Cl:14])=[CH:16]\1)=[CH:23][CH:22]=[CH:21][CH:20]=2)[C:2]1[CH:3]=[CH:4][CH:5]=[CH:6][CH:7]=1. (2) The product is: [OH:1][C:2]1([C:9]2[O:10][CH:11]=[CH:12][N:13]=2)[CH2:7][CH2:6][CH:5]([N:14]2[CH2:17][CH:16]([NH:18][C:19]([CH2:21][NH:22][C:23](=[O:34])[C:24]3[CH:29]=[CH:28][CH:27]=[C:26]([C:30]([F:33])([F:31])[F:32])[CH:25]=3)=[O:20])[CH2:15]2)[CH2:4][CH2:3]1. Given the reactants [OH:1][C:2]1([C:9]2[O:10][CH:11]=[CH:12][N:13]=2)[CH2:7][CH2:6][C:5](=O)[CH2:4][CH2:3]1.[NH:14]1[CH2:17][CH:16]([NH:18][C:19]([CH2:21][NH:22][C:23](=[O:34])[C:24]2[CH:29]=[CH:28][CH:27]=[C:26]([C:30]([F:33])([F:32])[F:31])[CH:25]=2)=[O:20])[CH2:15]1, predict the reaction product. (3) Given the reactants Br[CH2:2][C:3]1[C:11]2[S:10][C:9]([NH:12][C:13]3[C:18]([CH3:19])=[CH:17][C:16]([CH3:20])=[CH:15][C:14]=3[CH3:21])=[N:8][C:7]=2[CH:6]=[CH:5][CH:4]=1.C(=O)([O-])[O-].[K+].[K+].[CH2:28]([NH:31][CH2:32][CH2:33][CH3:34])[CH2:29][CH3:30], predict the reaction product. The product is: [CH2:28]([N:31]([CH2:2][C:3]1[C:11]2[S:10][C:9]([NH:12][C:13]3[C:18]([CH3:19])=[CH:17][C:16]([CH3:20])=[CH:15][C:14]=3[CH3:21])=[N:8][C:7]=2[CH:6]=[CH:5][CH:4]=1)[CH2:32][CH2:33][CH3:34])[CH2:29][CH3:30]. (4) Given the reactants C[O:2][C:3]1[C:8]([O:9]C)=[CH:7][CH:6]=[CH:5][C:4]=1[C:11]1[CH:16]=[CH:15][C:14]([C:17]2[C:25]3[C:24]([OH:26])=[C:23]([C:27]#[N:28])[C:22](=[O:29])[NH:21][C:20]=3[S:19][CH:18]=2)=[CH:13][CH:12]=1.B(Br)(Br)Br, predict the reaction product. The product is: [OH:2][C:3]1[C:8]([OH:9])=[CH:7][CH:6]=[CH:5][C:4]=1[C:11]1[CH:16]=[CH:15][C:14]([C:17]2[C:25]3[C:24]([OH:26])=[C:23]([C:27]#[N:28])[C:22](=[O:29])[NH:21][C:20]=3[S:19][CH:18]=2)=[CH:13][CH:12]=1. (5) Given the reactants [Cl:1][C:2]1[N:7]=[CH:6][C:5]([C:8]2[S:12][C:11]([NH:13]C(=O)C)=[N:10][C:9]=2[CH3:17])=[CH:4][C:3]=1[NH:18][S:19]([C:22]1[S:26][C:25]([CH3:27])=[N:24][C:23]=1[CH3:28])(=[O:21])=[O:20].Cl, predict the reaction product. The product is: [NH2:13][C:11]1[S:12][C:8]([C:5]2[CH:4]=[C:3]([NH:18][S:19]([C:22]3[S:26][C:25]([CH3:27])=[N:24][C:23]=3[CH3:28])(=[O:21])=[O:20])[C:2]([Cl:1])=[N:7][CH:6]=2)=[C:9]([CH3:17])[N:10]=1. (6) Given the reactants [C:1]([C:3]12[CH2:12][CH:7]3[CH2:8][CH:9]([CH2:11][C:5]([NH:13][C:14](=[O:20])[O:15][C:16]([CH3:19])([CH3:18])[CH3:17])([CH2:6]3)[CH2:4]1)[CH2:10]2)#[CH:2].Cl[C:22]1[CH:27]=[N:26][CH:25]=[CH:24][N:23]=1, predict the reaction product. The product is: [N:23]1[CH:24]=[CH:25][N:26]=[CH:27][C:22]=1[C:2]#[C:1][C:3]12[CH2:12][CH:7]3[CH2:8][CH:9]([CH2:11][C:5]([NH:13][C:14](=[O:20])[O:15][C:16]([CH3:17])([CH3:19])[CH3:18])([CH2:6]3)[CH2:4]1)[CH2:10]2. (7) Given the reactants [ClH:1].C(OC([NH:9][CH2:10][CH2:11][C:12]([NH:14][CH2:15][C:16]1[CH:24]=[CH:23][CH:22]=[C:21]2[C:17]=1[C:18](=[O:34])[N:19]([CH:26]1[CH2:31][CH2:30][C:29](=[O:32])[NH:28][C:27]1=[O:33])[C:20]2=[O:25])=[O:13])=O)(C)(C)C, predict the reaction product. The product is: [ClH:1].[NH2:9][CH2:10][CH2:11][C:12]([NH:14][CH2:15][C:16]1[CH:24]=[CH:23][CH:22]=[C:21]2[C:17]=1[C:18](=[O:34])[N:19]([CH:26]1[CH2:31][CH2:30][C:29](=[O:32])[NH:28][C:27]1=[O:33])[C:20]2=[O:25])=[O:13]. (8) Given the reactants C[O:2][C:3](=O)[C:4]1[C:9]([N+:10]([O-:12])=[O:11])=[CH:8][CH:7]=[C:6]([F:13])[C:5]=1[CH2:14]Br.[CH3:17][NH2:18], predict the reaction product. The product is: [F:13][C:6]1[CH:7]=[CH:8][C:9]([N+:10]([O-:12])=[O:11])=[C:4]2[C:5]=1[CH2:14][N:18]([CH3:17])[C:3]2=[O:2]. (9) Given the reactants [CH3:1][S:2](OCCCCC1C=CC(OCCCN2CCCCCC2)=CC=1)(=[O:4])=[O:3].[CH:27]1([N:31]2[CH2:36][CH2:35][CH:34]([O:37][C:38]3[CH:43]=[CH:42][C:41]([CH2:44][CH2:45][OH:46])=[CH:40][CH:39]=3)[CH2:33][CH2:32]2)[CH2:30][CH2:29][CH2:28]1, predict the reaction product. The product is: [CH3:1][S:2]([O:46][CH2:45][CH2:44][C:41]1[CH:40]=[CH:39][C:38]([O:37][CH:34]2[CH2:33][CH2:32][N:31]([CH:27]3[CH2:30][CH2:29][CH2:28]3)[CH2:36][CH2:35]2)=[CH:43][CH:42]=1)(=[O:4])=[O:3]. (10) Given the reactants [CH2:1]([C:6]1[CH:13]=[CH:12][C:9]([CH2:10][NH2:11])=[CH:8][CH:7]=1)[CH2:2][CH2:3][CH2:4][CH3:5].Cl[CH2:15][C:16]1[N:17]=[C:18]([C:21]2[CH:29]=[CH:28][C:24]([C:25](Cl)=[O:26])=[CH:23][CH:22]=2)[S:19][CH:20]=1.[F:30][C:31]([F:42])([F:41])[C:32]1[CH:40]=[CH:39][C:35]([C:36](Cl)=[O:37])=[CH:34][CH:33]=1.C[O:44][C:45](=[O:56])[CH2:46][O:47][C:48]1[CH:53]=[CH:52][C:51]([CH2:54][NH2:55])=[CH:50][CH:49]=1, predict the reaction product. The product is: [CH2:1]([C:6]1[CH:13]=[CH:12][C:9]([CH2:10][NH:11][C:25]([C:24]2[CH:28]=[CH:29][C:21]([C:18]3[S:19][CH:20]=[C:16]([CH2:15][N:55]([CH2:54][C:51]4[CH:52]=[CH:53][C:48]([O:47][CH2:46][C:45]([OH:56])=[O:44])=[CH:49][CH:50]=4)[C:36](=[O:37])[C:35]4[CH:39]=[CH:40][C:32]([C:31]([F:42])([F:41])[F:30])=[CH:33][CH:34]=4)[N:17]=3)=[CH:22][CH:23]=2)=[O:26])=[CH:8][CH:7]=1)[CH2:2][CH2:3][CH2:4][CH3:5].